From a dataset of Full USPTO retrosynthesis dataset with 1.9M reactions from patents (1976-2016). Predict the reactants needed to synthesize the given product. (1) Given the product [F:30][C:31]1[CH:38]=[CH:37][C:34]([CH2:35][C:27]2[S:26][C:14]3[N:15]=[C:16]([C:18]4[CH:25]=[CH:24][CH:23]=[CH:20][CH:19]=4)[N:17]=[C:12]([NH2:11])[C:13]=3[CH:28]=2)=[CH:33][CH:32]=1, predict the reactants needed to synthesize it. The reactants are: [Li]CCCC.C1COCC1.[NH2:11][C:12]1[C:13]2[CH:28]=[C:27](Br)[S:26][C:14]=2[N:15]=[C:16]([C:18]2[CH:19]=[C:20]([CH:23]=[CH:24][CH:25]=2)C#N)[N:17]=1.[F:30][C:31]1[CH:38]=[CH:37][C:34]([CH2:35]Br)=[CH:33][CH:32]=1. (2) Given the product [ClH:28].[C:1]1([C:7]2[CH2:12][CH2:11][N:10]([CH2:13][CH2:14][CH2:15][C:16]3[NH:25][C:24](=[O:26])[C:23]4[C:18](=[CH:19][CH:20]=[CH:21][CH:22]=4)[N:17]=3)[CH2:9][CH:8]=2)[CH:6]=[CH:5][CH:4]=[CH:3][CH:2]=1, predict the reactants needed to synthesize it. The reactants are: [C:1]1([C:7]2[CH2:8][CH2:9][N:10]([CH2:13][CH2:14][CH2:15][C:16]3[NH:25][C:24](=[O:26])[C:23]4[C:18](=[CH:19][CH:20]=[CH:21][CH:22]=4)[N:17]=3)[CH2:11][CH:12]=2)[CH:6]=[CH:5][CH:4]=[CH:3][CH:2]=1.C(Cl)(Cl)[Cl:28].Cl. (3) The reactants are: [CH3:1][C@H:2]1[CH2:8][NH:7][CH2:6][C:5]2[CH:9]=[CH:10][C:11]([C:13]([O:15][CH3:16])=[O:14])=[CH:12][C:4]=2[O:3]1.I[C:18]1[CH:23]=[CH:22][CH:21]=[CH:20][CH:19]=1.CC1(C)C2C(=C(P(C3C=CC=CC=3)C3C=CC=CC=3)C=CC=2)OC2C(P(C3C=CC=CC=3)C3C=CC=CC=3)=CC=CC1=2.C([O-])([O-])=O.[Cs+].[Cs+]. Given the product [CH3:1][C@H:2]1[CH2:8][N:7]([C:18]2[CH:23]=[CH:22][CH:21]=[CH:20][CH:19]=2)[CH2:6][C:5]2[CH:9]=[CH:10][C:11]([C:13]([O:15][CH3:16])=[O:14])=[CH:12][C:4]=2[O:3]1, predict the reactants needed to synthesize it. (4) Given the product [Cl:1][C:2]1[CH:7]=[CH:6][C:5]([C:8](=[O:16])[C:9]2[CH:14]=[CH:13][C:12]([O:15][CH2:32][CH2:33][CH2:34][C:35]3[CH:40]=[CH:39][CH:38]=[CH:37][CH:36]=3)=[CH:11][CH:10]=2)=[CH:4][C:3]=1[S:17]([NH2:20])(=[O:19])=[O:18], predict the reactants needed to synthesize it. The reactants are: [Cl:1][C:2]1[CH:7]=[CH:6][C:5]([C:8](=[O:16])[C:9]2[CH:14]=[CH:13][C:12]([OH:15])=[CH:11][CH:10]=2)=[CH:4][C:3]=1[S:17]([N:20]=CN(C)C)(=[O:19])=[O:18].C(=O)([O-])[O-].[K+].[K+].Br[CH2:32][CH2:33][CH2:34][C:35]1[CH:40]=[CH:39][CH:38]=[CH:37][CH:36]=1. (5) Given the product [NH2:31][C@@H:26]([CH2:25][CH2:24][S:23][CH2:22][C@@H:14]1[C@@H:15]2[C@@H:16]([O:17][C:18]([CH3:21])([CH3:20])[O:19]2)[C@H:12]([N:6]2[CH:5]=[N:4][C:3]3[C:7]2=[N:8][C:9]([NH:39][CH2:40][CH2:41][CH2:42][NH2:43])=[N:10][C:2]=3[NH2:1])[O:13]1)[C:27]([OH:29])=[O:28], predict the reactants needed to synthesize it. The reactants are: [NH2:1][C:2]1[N:10]=[C:9](Cl)[N:8]=[C:7]2[C:3]=1[N:4]=[CH:5][N:6]2[C@H:12]1[C@@H:16]2[O:17][C:18]([CH3:21])([CH3:20])[O:19][C@@H:15]2[C@@H:14]([CH2:22][S:23][CH2:24][CH2:25][C@H:26]([NH:31]C(OC(C)(C)C)=O)[C:27]([O:29]C)=[O:28])[O:13]1.[NH2:39][CH2:40][CH2:41][CH2:42][NH2:43]. (6) Given the product [F:32][C:26]1[CH:27]=[C:28]([F:31])[CH:29]=[CH:30][C:25]=1[N:12]1[C:13](=[O:24])[C:14]2[C@H:15]3[C:20]([CH3:22])([CH3:21])[C@:18]([CH3:23])([CH2:17][CH2:16]3)[C:19]=2[N:11]1[CH2:10][C:7]1[CH:6]=[CH:5][C:4]([CH2:3][OH:2])=[CH:9][CH:8]=1, predict the reactants needed to synthesize it. The reactants are: C[O:2][C:3](=O)[C:4]1[CH:9]=[CH:8][C:7]([CH2:10][N:11]2[C:19]3[C@:18]4([CH3:23])[C:20]([CH3:22])([CH3:21])[C@@H:15]([CH2:16][CH2:17]4)[C:14]=3[C:13](=[O:24])[N:12]2[C:25]2[CH:30]=[CH:29][C:28]([F:31])=[CH:27][C:26]=2[F:32])=[CH:6][CH:5]=1.[BH4-].[Na+].[Cl-].[NH4+].O.[Cl-].[Na+].O. (7) Given the product [F:21][C:22]1[CH:23]=[C:24]([CH2:25][N:4]2[CH2:5][CH2:6][CH2:7][N:1]([C:8]3[CH:9]=[CH:10][C:11]4[N:12]([C:14]([C:17]([F:18])([F:19])[F:20])=[N:15][N:16]=4)[N:13]=3)[CH2:2][CH2:3]2)[CH:27]=[CH:28][CH:29]=1, predict the reactants needed to synthesize it. The reactants are: [N:1]1([C:8]2[CH:9]=[CH:10][C:11]3[N:12]([C:14]([C:17]([F:20])([F:19])[F:18])=[N:15][N:16]=3)[N:13]=2)[CH2:7][CH2:6][CH2:5][NH:4][CH2:3][CH2:2]1.[F:21][C:22]1[CH:23]=[C:24]([CH:27]=[CH:28][CH:29]=1)[CH:25]=O.